Dataset: Cav3 T-type calcium channel HTS with 100,875 compounds. Task: Binary Classification. Given a drug SMILES string, predict its activity (active/inactive) in a high-throughput screening assay against a specified biological target. The drug is n1(c2c(c3c1cccc3)cc(C1C(=C(NC(=C1C#N)C)C)C#N)cc2)CC. The result is 0 (inactive).